Dataset: CYP2C9 inhibition data for predicting drug metabolism from PubChem BioAssay. Task: Regression/Classification. Given a drug SMILES string, predict its absorption, distribution, metabolism, or excretion properties. Task type varies by dataset: regression for continuous measurements (e.g., permeability, clearance, half-life) or binary classification for categorical outcomes (e.g., BBB penetration, CYP inhibition). Dataset: cyp2c9_veith. (1) The compound is COC(=O)/C=C\CCc1coc(/C=C\CNC(=O)OC)n1. The result is 0 (non-inhibitor). (2) The drug is CCOC(=O)N/N=C/c1ccc(C)o1. The result is 0 (non-inhibitor).